From a dataset of Reaction yield outcomes from USPTO patents with 853,638 reactions. Predict the reaction yield, written as a fraction of the theoretical maximum amount of product (1.0 means a 100% yield; for example, 0.34 means a 34% yield). The catalyst is CN(C=O)C. The product is [F:1][C:2]([F:21])([F:22])[C:3]1[CH:11]=[C:10]2[C:6]([CH:7]=[N:8][NH:9]2)=[C:5]([C:12]2[CH:13]=[N:14][N:15]([CH2:17][C:18]([NH2:29])=[O:20])[CH:16]=2)[CH:4]=1. The yield is 0.310. The reactants are [F:1][C:2]([F:22])([F:21])[C:3]1[CH:11]=[C:10]2[C:6]([CH:7]=[N:8][NH:9]2)=[C:5]([C:12]2[CH:13]=[N:14][N:15]([CH2:17][C:18]([OH:20])=O)[CH:16]=2)[CH:4]=1.C1C=CC2N(O)N=[N:29]C=2C=1.C(Cl)CCl.[Cl-].[NH4+].C(N(C(C)C)C(C)C)C.